Dataset: Catalyst prediction with 721,799 reactions and 888 catalyst types from USPTO. Task: Predict which catalyst facilitates the given reaction. (1) Reactant: CC([CH:5]1[CH2:10][CH:9]([N:11]2[CH2:16][CH2:15][N:14]([CH2:17][CH2:18][F:19])[CH2:13][CH2:12]2)[CH2:8][CH2:7][N:6]1C([O-])=O)(C)C. Product: [F:19][CH2:18][CH2:17][N:14]1[CH2:15][CH2:16][N:11]([CH:9]2[CH2:10][CH2:5][NH:6][CH2:7][CH2:8]2)[CH2:12][CH2:13]1. The catalyst class is: 240. (2) Reactant: CN1CCOCC1.[Cl:8][CH:9]([O:11][C:12](Cl)=[O:13])[CH3:10].[CH3:15][C:16]1([CH3:23])[O:20][CH:19]([CH2:21][OH:22])[CH2:18][O:17]1. Product: [CH3:15][C:16]1([CH3:23])[O:20][CH:19]([CH2:21][O:22][C:12](=[O:13])[O:11][CH:9]([Cl:8])[CH3:10])[CH2:18][O:17]1. The catalyst class is: 143. (3) Reactant: [NH2:1][N:2]1[C:11](=[O:12])[C:10]2[C:5](=[C:6]([O:23][CH3:24])[C:7]([N:14]3[CH2:18][CH:17]4[CH:19]([NH2:22])[CH2:20][CH2:21][CH:16]4[CH2:15]3)=[C:8]([F:13])[CH:9]=2)[N:4]([CH:25]2[CH2:27][CH2:26]2)[C:3]1=[O:28].C(N(CC)CC)C.[C:36](#[N:39])[CH:37]=[CH2:38]. Product: [NH2:1][N:2]1[C:11](=[O:12])[C:10]2[C:5](=[C:6]([O:23][CH3:24])[C:7]([N:14]3[CH2:18][CH:17]4[CH:19]([NH:22][CH2:38][CH2:37][C:36]#[N:39])[CH2:20][CH2:21][CH:16]4[CH2:15]3)=[C:8]([F:13])[CH:9]=2)[N:4]([CH:25]2[CH2:27][CH2:26]2)[C:3]1=[O:28]. The catalyst class is: 5.